The task is: Predict the reaction yield, written as a fraction of the theoretical maximum amount of product (1.0 means a 100% yield; for example, 0.34 means a 34% yield).. This data is from Reaction yield outcomes from USPTO patents with 853,638 reactions. (1) The reactants are [C:1]([C:5]([OH:14])([CH2:11][CH2:12][CH3:13])[C:6]#[C:7][CH:8]([OH:10])[CH3:9])([CH3:4])([CH3:3])[CH3:2].[Cl-].[Cl-].[Cl-].[Ce+3].[CH3:19]C(C)(C(=O)CCC)CC.CC(O)C#C.C([Mg]Cl)C. The catalyst is O1CCCC1. The product is [CH3:4][C:1]([CH3:3])([CH2:2][CH3:19])[C:5]([CH2:11][CH2:12][CH3:13])([OH:14])[C:6]#[C:7][CH:8]([OH:10])[CH3:9]. The yield is 0.700. (2) The yield is 0.850. No catalyst specified. The product is [F:1][C:2]1[CH:3]=[C:4]([CH:15]([CH3:20])[C:16]([O:18][CH3:19])=[O:17])[CH:5]=[CH:6][C:7]=1[C:8]1[CH:13]=[CH:12][CH:11]=[C:10]([O:14][C:28](=[O:29])[NH:27][CH2:21][CH2:22][CH2:23][CH2:24][CH2:25][CH3:26])[CH:9]=1. The reactants are [F:1][C:2]1[CH:3]=[C:4]([CH:15]([CH3:20])[C:16]([O:18][CH3:19])=[O:17])[CH:5]=[CH:6][C:7]=1[C:8]1[CH:13]=[CH:12][CH:11]=[C:10]([OH:14])[CH:9]=1.[CH2:21]([N:27]=[C:28]=[O:29])[CH2:22][CH2:23][CH2:24][CH2:25][CH3:26]. (3) The product is [C:22]([O:21][C:19]([N:4]1[CH2:3][C@@H:2]([CH3:1])[N:7]2[C:8]3[CH:9]=[C:10]([C:15]([F:16])([F:18])[F:17])[CH:11]=[CH:12][C:13]=3[CH2:14][C@@H:6]2[CH2:5]1)=[O:20])([CH3:25])([CH3:24])[CH3:23]. The yield is 0.960. The catalyst is ClCCl. The reactants are [CH3:1][C@H:2]1[N:7]2[C:8]3[CH:9]=[C:10]([C:15]([F:18])([F:17])[F:16])[CH:11]=[CH:12][C:13]=3[CH2:14][C@@H:6]2[CH2:5][NH:4][CH2:3]1.[C:19](O[C:19]([O:21][C:22]([CH3:25])([CH3:24])[CH3:23])=[O:20])([O:21][C:22]([CH3:25])([CH3:24])[CH3:23])=[O:20]. (4) The reactants are Cl[C@H:2]([CH3:17])[C:3]([N:5]1[C@H:10]([CH2:11][OH:12])[CH2:9][CH2:8][C@@H:7]([C:13]([O:15][CH3:16])=[O:14])[CH2:6]1)=[O:4].[H-].[Na+]. The catalyst is C1COCC1. The product is [CH3:17][C@@H:2]1[O:12][CH2:11][C@@H:10]2[CH2:9][CH2:8][C@@H:7]([C:13]([O:15][CH3:16])=[O:14])[CH2:6][N:5]2[C:3]1=[O:4]. The yield is 0.714. (5) The reactants are [CH3:1][N:2]1[CH:6]=[C:5]([C:7]2[CH:8]=[C:9]3[C:14](=[CH:15][CH:16]=2)[N:13]([C:17]2[C:21]4[CH2:22][N:23](C(OC(C)(C)C)=O)[CH2:24][CH2:25][C:20]=4[N:19](C4CCOCC4)[N:18]=2)[CH2:12][CH2:11][CH2:10]3)[CH:4]=[N:3]1.FC(F)(F)C(O)=O. The catalyst is C(Cl)Cl. The product is [CH3:1][N:2]1[CH:6]=[C:5]([C:7]2[CH:8]=[C:9]3[C:14](=[CH:15][CH:16]=2)[N:13]([C:17]2[C:21]4[CH2:22][NH:23][CH2:24][CH2:25][C:20]=4[NH:19][N:18]=2)[CH2:12][CH2:11][CH2:10]3)[CH:4]=[N:3]1. The yield is 0.630. (6) The reactants are [NH2:1][CH2:2][C:3]([NH:5][C:6]1([CH2:35][CH2:36][CH:37]([CH3:39])[CH3:38])[C:15]2[C:10](=[CH:11][CH:12]=[CH:13][CH:14]=2)[C:9]([OH:16])=[C:8]([C:17]2[NH:22][C:21]3[CH:23]=[CH:24][C:25]([NH:27][S:28]([CH3:31])(=[O:30])=[O:29])=[CH:26][C:20]=3[S:19](=[O:33])(=[O:32])[N:18]=2)[C:7]1=[O:34])=[O:4].[C:40](OC(=O)C)(=[O:42])[CH3:41].C(N(CC)CC)C. The catalyst is ClCCl. The product is [C:40]([NH:1][CH2:2][C:3]([NH:5][C:6]1([CH2:35][CH2:36][CH:37]([CH3:39])[CH3:38])[C:15]2[C:10](=[CH:11][CH:12]=[CH:13][CH:14]=2)[C:9]([OH:16])=[C:8]([C:17]2[NH:22][C:21]3[CH:23]=[CH:24][C:25]([NH:27][S:28]([CH3:31])(=[O:29])=[O:30])=[CH:26][C:20]=3[S:19](=[O:32])(=[O:33])[N:18]=2)[C:7]1=[O:34])=[O:4])(=[O:42])[CH3:41]. The yield is 0.450. (7) The reactants are [F:1][C:2]1[CH:7]=[CH:6][C:5]([C:8]2[N:12]=[N:11][N:10]([CH3:13])[C:9]=2/[CH:14]=[CH:15]/[C:16]2[CH:24]=[CH:23][C:19]([C:20]([OH:22])=O)=[CH:18][N:17]=2)=[CH:4][CH:3]=1.[NH2:25][CH:26]1[CH2:31][CH2:30][O:29][CH2:28][CH2:27]1. No catalyst specified. The product is [F:1][C:2]1[CH:3]=[CH:4][C:5]([C:8]2[N:12]=[N:11][N:10]([CH3:13])[C:9]=2/[CH:14]=[CH:15]/[C:16]2[CH:24]=[CH:23][C:19]([C:20]([NH:25][CH:26]3[CH2:31][CH2:30][O:29][CH2:28][CH2:27]3)=[O:22])=[CH:18][N:17]=2)=[CH:6][CH:7]=1. The yield is 0.820. (8) The reactants are [CH2:1]([NH:5][CH2:6][CH2:7]O)[CH2:2][CH2:3][CH3:4].[Cl-].[N-:10]=[N+:11]=[N-:12].[Na+].C([O-])(O)=O.[Na+].[Cl:19][CH2:20][C:21](O[C:21](=[O:22])[CH2:20][Cl:19])=[O:22]. The catalyst is CCOCC. The product is [CH2:1]([N:5]([CH2:6][CH2:7][N:10]=[N+:11]=[N-:12])[C:21](=[O:22])[CH2:20][Cl:19])[CH2:2][CH2:3][CH3:4]. The yield is 0.170.